Dataset: Orexin1 receptor HTS with 218,158 compounds and 233 confirmed actives. Task: Binary Classification. Given a drug SMILES string, predict its activity (active/inactive) in a high-throughput screening assay against a specified biological target. (1) The drug is Brc1c(F)c(N2CCCC2)ccc1[N+]([O-])=O. The result is 0 (inactive). (2) The compound is O=C(c1c(c2c(nc1C)ccc([N+]([O-])=O)c2)c1ccccc1)C. The result is 0 (inactive). (3) The compound is Clc1c(/C=C2/SC(=S)N(CCCC(=O)NNC(=O)c3ccc(Cl)cc3)C2=O)cccc1. The result is 0 (inactive). (4) The compound is S(Cc1ccc(cc1)C(=O)Nc1sccn1)c1n(c(nn1)c1ccccc1)C. The result is 0 (inactive). (5) The compound is Clc1ccc(CN2CCN(\N=C\c3occc3)CC2)cc1. The result is 0 (inactive). (6) The compound is S(=O)(=O)(N)c1ccc(CCNC(=O)CN2CCCCC2)cc1. The result is 0 (inactive). (7) The molecule is Brc1ccc(Oc2cc(ccc2)C(=O)/C(=C\N(C)C)C#N)cc1. The result is 0 (inactive). (8) The compound is o1c(c2n(nc(c2)C)CC(=O)NCCCc2ccccc2)ccc1. The result is 0 (inactive).